From a dataset of Reaction yield outcomes from USPTO patents with 853,638 reactions. Predict the reaction yield, written as a fraction of the theoretical maximum amount of product (1.0 means a 100% yield; for example, 0.34 means a 34% yield). (1) The reactants are Cl.[F:2][C:3]1[CH:8]=[CH:7][C:6]([CH:9]2[CH2:13][CH2:12][NH:11][CH2:10]2)=[CH:5][CH:4]=1.[F:14][C:15]1[CH:20]=[CH:19][C:18]([C:21]2[O:22][C:23]3[CH:33]=[CH:32][C:31]([C:34]4[CH:35]=[C:36]([CH:40]=[CH:41][CH:42]=4)[C:37](O)=[O:38])=[CH:30][C:24]=3[C:25]=2[C:26](=[O:29])[NH:27][CH3:28])=[CH:17][CH:16]=1.CN(C(ON1N=NC2C=CC=NC1=2)=[N+](C)C)C.F[P-](F)(F)(F)(F)F.CCN(C(C)C)C(C)C. The catalyst is CN(C=O)C.CO. The product is [F:14][C:15]1[CH:20]=[CH:19][C:18]([C:21]2[O:22][C:23]3[CH:33]=[CH:32][C:31]([C:34]4[CH:42]=[CH:41][CH:40]=[C:36]([C:37]([N:11]5[CH2:12][CH2:13][CH:9]([C:6]6[CH:5]=[CH:4][C:3]([F:2])=[CH:8][CH:7]=6)[CH2:10]5)=[O:38])[CH:35]=4)=[CH:30][C:24]=3[C:25]=2[C:26]([NH:27][CH3:28])=[O:29])=[CH:17][CH:16]=1. The yield is 0.790. (2) The reactants are [Br:1]Br.[CH3:3][N:4]([C:9](=[O:30])[C:10]1[CH:15]=[C:14]([Cl:16])[C:13]([O:17][C:18]2[CH:23]=[CH:22][C:21]([O:24][CH3:25])=[C:20]([CH:26]([CH3:28])[CH3:27])[CH:19]=2)=[C:12]([Cl:29])[CH:11]=1)[CH2:5][C:6]([OH:8])=[O:7].C([O-])(=O)C.[Na+].S([O-])([O-])(=O)=S.[Na+].[Na+]. The catalyst is O.C(O)(=O)C. The product is [CH3:3][N:4]([C:9](=[O:30])[C:10]1[CH:11]=[C:12]([Cl:29])[C:13]([O:17][C:18]2[CH:19]=[C:20]([CH:26]([CH3:28])[CH3:27])[C:21]([O:24][CH3:25])=[CH:22][C:23]=2[Br:1])=[C:14]([Cl:16])[CH:15]=1)[CH2:5][C:6]([OH:8])=[O:7]. The yield is 0.0200. (3) The reactants are [F:1][C:2]1[CH:9]=[C:8]([O:10][C:11]2[CH:16]=[C:15]([F:17])[CH:14]=[CH:13][C:12]=2[O:18][CH3:19])[C:7]([F:20])=[CH:6][C:3]=1[C:4]#[N:5].C(=O)([O-])[O-:22].[K+].[K+].OO. The catalyst is CS(C)=O. The product is [F:1][C:2]1[CH:9]=[C:8]([O:10][C:11]2[CH:16]=[C:15]([F:17])[CH:14]=[CH:13][C:12]=2[O:18][CH3:19])[C:7]([F:20])=[CH:6][C:3]=1[C:4]([NH2:5])=[O:22]. The yield is 1.00. (4) The reactants are C(O[C:4]([CH:6]1[C:11](=O)[C@@:10]2([CH3:16])[C:13]([CH3:15])([CH3:14])[C@@H:7]1[CH2:8][CH2:9]2)=[O:5])C.[F:17][C:18]([F:23])([F:22])[CH2:19][NH:20][NH2:21].Cl.O1CCOCC1. The catalyst is O. The product is [CH3:16][C@@:10]12[C:13]([CH3:14])([CH3:15])[C@@H:7]([C:6]3[C:4](=[O:5])[N:20]([CH2:19][C:18]([F:23])([F:22])[F:17])[NH:21][C:11]=31)[CH2:8][CH2:9]2. The yield is 0.170.